This data is from Forward reaction prediction with 1.9M reactions from USPTO patents (1976-2016). The task is: Predict the product of the given reaction. (1) Given the reactants [CH3:1][O:2][C:3]1[CH:4]=[C:5]2[C:10](=[CH:11][C:12]=1[O:13][CH3:14])[N:9]=[CH:8][CH:7]=[C:6]2[O:15][C:16]1[CH:22]=[CH:21][C:19]([NH2:20])=[C:18]([CH3:23])[C:17]=1[CH3:24].C(N(CC)CC)C.ClC(Cl)(O[C:36](=[O:42])OC(Cl)(Cl)Cl)Cl.[CH:44]([N:47]([CH:51]([CH3:53])[CH3:52])[CH2:48][CH2:49][NH2:50])([CH3:46])[CH3:45], predict the reaction product. The product is: [CH:44]([N:47]([CH:51]([CH3:53])[CH3:52])[CH2:48][CH2:49][NH:50][C:36]([NH:20][C:19]1[CH:21]=[CH:22][C:16]([O:15][C:6]2[C:5]3[C:10](=[CH:11][C:12]([O:13][CH3:14])=[C:3]([O:2][CH3:1])[CH:4]=3)[N:9]=[CH:8][CH:7]=2)=[C:17]([CH3:24])[C:18]=1[CH3:23])=[O:42])([CH3:46])[CH3:45]. (2) Given the reactants C1([CH:7]2[N:12]3[C:13]([CH:22](P(=O)([O-])[O-])NC4C=CC=CC=4)=[N:14][C:15](C4C=CC=CC=4)=[C:11]3[CH2:10][N:9]([CH2:34][C:35]3[CH:40]=[CH:39][CH:38]=[CH:37][CH:36]=3)[CH2:8]2)C=CC=CC=1.[CH3:41][C:42]1[C:50]2[C:46](=[CH:47][N:48]([CH2:51][O:52][CH2:53][CH2:54][Si:55]([CH3:58])([CH3:57])[CH3:56])[N:49]=2)[CH:45]=[C:44]([CH:59]=O)[CH:43]=1.C(=O)([O-])[O-:62].[Cs+].[Cs+].Cl, predict the reaction product. The product is: [CH2:34]([N:9]1[CH2:8][CH2:7][N:12]2[C:13]([C:22](=[O:62])[CH2:59][C:44]3[CH:43]=[C:42]([CH3:41])[C:50]4[C:46](=[CH:47][N:48]([CH2:51][O:52][CH2:53][CH2:54][Si:55]([CH3:56])([CH3:57])[CH3:58])[N:49]=4)[CH:45]=3)=[N:14][CH:15]=[C:11]2[CH2:10]1)[C:35]1[CH:40]=[CH:39][CH:38]=[CH:37][CH:36]=1. (3) Given the reactants Cl[C:2]1[N:7]=[C:6]([NH:8][C:9]([C:11]2([C:14]3[CH:15]=[CH:16][C:17]4[O:21][CH2:20][CH2:19][C:18]=4[CH:22]=3)[CH2:13][CH2:12]2)=[O:10])[CH:5]=[C:4]([CH3:23])[CH:3]=1.[CH3:24][O:25][C:26]1[C:31](B(O)O)=[CH:30][CH:29]=[CH:28][N:27]=1.C([O-])([O-])=O.[Na+].[Na+], predict the reaction product. The product is: [O:21]1[C:17]2[CH:16]=[CH:15][C:14]([C:11]3([C:9]([NH:8][C:6]4[N:7]=[C:2]([C:31]5[C:26]([O:25][CH3:24])=[N:27][CH:28]=[CH:29][CH:30]=5)[CH:3]=[C:4]([CH3:23])[CH:5]=4)=[O:10])[CH2:13][CH2:12]3)=[CH:22][C:18]=2[CH2:19][CH2:20]1. (4) Given the reactants [N+:1]([C:4]1[C:9]([O:10][CH2:11][C@@:12]2([CH3:19])[CH2:16][O:15][C:14]([CH3:18])([CH3:17])[O:13]2)=[CH:8]C=[CH:6][C:5]=1O)([O-])=O.[H][H].[C:23](OC(=O)C)(=[O:25])[CH3:24].[CH3:30][OH:31], predict the reaction product. The product is: [OH:31][C:30]1[CH:6]=[CH:5][C:4]([NH:1][C:23](=[O:25])[CH3:24])=[C:9]([O:10][CH2:11][C@@:12]2([CH3:19])[CH2:16][O:15][C:14]([CH3:17])([CH3:18])[O:13]2)[CH:8]=1. (5) Given the reactants [CH3:1][N:2]([CH3:28])[S:3]([C:6]1[CH:27]=[CH:26][C:9]2[NH:10][C:11]([CH2:13][O:14][C:15]3[CH:20]=[C:19]([F:21])[C:18]([CH:22]=[O:23])=[CH:17][C:16]=3[O:24][CH3:25])=[N:12][C:8]=2[CH:7]=1)(=[O:5])=[O:4].C(N(CC)C(C)C)(C)C.[C:38]([O:42][C:43](O[C:43]([O:42][C:38]([CH3:41])([CH3:40])[CH3:39])=[O:44])=[O:44])([CH3:41])([CH3:40])[CH3:39], predict the reaction product. The product is: [C:38]([O:42][C:43]([N:10]1[C:9]2[CH:26]=[CH:27][C:6]([S:3](=[O:5])(=[O:4])[N:2]([CH3:1])[CH3:28])=[CH:7][C:8]=2[N:12]=[C:11]1[CH2:13][O:14][C:15]1[CH:20]=[C:19]([F:21])[C:18]([CH:22]=[O:23])=[CH:17][C:16]=1[O:24][CH3:25])=[O:44])([CH3:41])([CH3:40])[CH3:39]. (6) The product is: [CH3:10][O:9][C:7](=[O:8])[C:6]1[CH:11]=[C:2]([O:1][CH2:16][C:17]2[CH:24]=[CH:23][CH:22]=[CH:21][C:18]=2[CH3:19])[CH:3]=[C:4]([C:12]([O:14][CH3:15])=[O:13])[CH:5]=1. Given the reactants [OH:1][C:2]1[CH:3]=[C:4]([C:12]([O:14][CH3:15])=[O:13])[CH:5]=[C:6]([CH:11]=1)[C:7]([O:9][CH3:10])=[O:8].[CH3:16][C:17]1[CH:24]=[CH:23][CH:22]=[CH:21][C:18]=1[CH2:19]Br.C(=O)([O-])[O-].[K+].[K+], predict the reaction product. (7) Given the reactants Br[C:2]1[CH:3]=[C:4]2[C:9](=[CH:10][CH:11]=1)[N:8]=[CH:7][C:6]([C:12]([CH:14]1[CH2:16][CH2:15]1)=[O:13])=[C:5]2[NH:17][C@H:18]1[CH2:23][CH2:22][C@H:21]([NH:24][C:25](=[O:27])[O-:26])[CH2:20][CH2:19]1.CC1(C)C(C)(C)OB([C:36]2[CH:37]=[CH:38][C:39]3[N:43]=[CH:42][NH:41][C:40]=3[CH:44]=2)O1, predict the reaction product. The product is: [NH:41]1[C:40]2[CH:44]=[CH:36][C:37]([C:2]3[CH:3]=[C:4]4[C:9](=[CH:10][CH:11]=3)[N:8]=[CH:7][C:6]([C:12]([CH:14]3[CH2:15][CH2:16]3)=[O:13])=[C:5]4[NH:17][C@H:18]3[CH2:19][CH2:20][C@H:21]([NH:24][C:25](=[O:27])[O:26][C:4]([CH3:9])([CH3:5])[CH3:3])[CH2:22][CH2:23]3)=[CH:38][C:39]=2[N:43]=[CH:42]1. (8) Given the reactants Cl.Cl.[NH2:3][CH2:4][CH2:5][NH:6][C:7]([C:9]1[CH:33]=[CH:32][C:12]2[N:13]([CH3:31])[C:14]([NH:16][C:17]3[S:18][C:19]4[CH:25]=[C:24]([O:26][C:27]([F:30])([F:29])[F:28])[CH:23]=[CH:22][C:20]=4[N:21]=3)=[N:15][C:11]=2[CH:10]=1)=[O:8].Cl.[CH3:35][N:36]([CH3:41])[CH2:37][C:38](O)=[O:39].CN(C(ON1N=NC2C=CC=CC1=2)=[N+](C)C)C.F[P-](F)(F)(F)(F)F.CCN(C(C)C)C(C)C, predict the reaction product. The product is: [CH3:35][N:36]([CH3:41])[CH2:37][C:38]([NH:3][CH2:4][CH2:5][NH:6][C:7]([C:9]1[CH:33]=[CH:32][C:12]2[N:13]([CH3:31])[C:14]([NH:16][C:17]3[S:18][C:19]4[CH:25]=[C:24]([O:26][C:27]([F:28])([F:29])[F:30])[CH:23]=[CH:22][C:20]=4[N:21]=3)=[N:15][C:11]=2[CH:10]=1)=[O:8])=[O:39]. (9) Given the reactants [CH2:1]([O:5][C:6]1[CH:7]=[C:8]([CH:12]=[CH:13][CH:14]=1)[C:9](Cl)=[O:10])[CH:2]([CH3:4])[CH3:3].Br[C:16]1[C:17]([C:22]#[N:23])=[N:18][CH:19]=[CH:20][CH:21]=1, predict the reaction product. The product is: [CH2:1]([O:5][C:6]1[CH:7]=[C:8]([CH:12]=[CH:13][CH:14]=1)[C:9]([C:16]1[C:17]([C:22]#[N:23])=[N:18][CH:19]=[CH:20][CH:21]=1)=[O:10])[CH:2]([CH3:4])[CH3:3].